This data is from Forward reaction prediction with 1.9M reactions from USPTO patents (1976-2016). The task is: Predict the product of the given reaction. Given the reactants [Cl:1][C:2]1[CH:7]=[CH:6][CH:5]=[CH:4][C:3]=1[C:8]1[CH:13]=[CH:12][N:11]=[CH:10][C:9]=1[NH:14][CH2:15][CH:16]1[CH2:18][CH2:17]1.[F:19][C:20]([F:35])([F:34])[C:21]1[CH:22]=[C:23]([CH:27]=[C:28]([C:30]([F:33])([F:32])[F:31])[CH:29]=1)[C:24](Cl)=[O:25], predict the reaction product. The product is: [Cl:1][C:2]1[CH:7]=[CH:6][CH:5]=[CH:4][C:3]=1[C:8]1[CH:13]=[CH:12][N:11]=[CH:10][C:9]=1[N:14]([CH2:15][CH:16]1[CH2:17][CH2:18]1)[C:24](=[O:25])[C:23]1[CH:27]=[C:28]([C:30]([F:31])([F:32])[F:33])[CH:29]=[C:21]([C:20]([F:19])([F:34])[F:35])[CH:22]=1.